Task: Binary Classification. Given a miRNA mature sequence and a target amino acid sequence, predict their likelihood of interaction.. Dataset: Experimentally validated miRNA-target interactions with 360,000+ pairs, plus equal number of negative samples (1) The miRNA is mmu-miR-6948-5p with sequence AGUUCAGACAGGACUGUGACAC. The protein sequence of the target gene is MNYSLHLAFVCLSLFTERMCIQGSQFNVEVGRSDKLSLPGFENLTAGYNKFLRPNFGGEPVQIALTLDIASISSISESNMDYTATIYLRQRWMDQRLVFEGNKSFTLDARLVEFLWVPDTYIVESKKSFLHEVTVGNRLIRLFSNGTVLYALRITTTVACNMDLSKYPMDTQTCKLQLESWGYDGNDVEFTWLRGNDSVRGLEHLRLAQYTIERYFTLVTRSQQETGNYTRLVLQFELRRNVLYFILETYVPSTFLVVLSWVSFWISLDSVPARTCIGVTTVLSMTTLMIGSRTSLPNTN.... Result: 0 (no interaction). (2) The miRNA is mmu-miR-687 with sequence CUAUCCUGGAAUGCAGCAAUGA. The protein sequence of the target gene is MASCVGSRTLSKDDVNYRMHFRMINEQQVEDITIDFFYRPHTITLLSFTIISLMYFAFTRDDSVPEDNIWRGILSVIFFFLIISVLAFPNGPFTRPHPALWRMVFGLSVLYFLFLVFLLFLNFEQVKSLMYWLDPNLRYATREADIMEYAVNCHVITWERIVSHFDIFAFGHFWGWAMKALLIRSYGLCWTISITWELTELFFMHLLPNFAECWWDQVILDILLCNGGGIWLGMVVCRFLEMRTYHWASFKDIHTTTGKIKRAVLQFTPASWTYVRWFDPKSSFQRVAGIYLFMIIWQLT.... Result: 1 (interaction). (3) The miRNA is hsa-miR-5196-5p with sequence AGGGAAGGGGACGAGGGUUGGG. The protein sequence of the target gene is MIPPSSPREDGVDGLPKEAVGAEQPPSPASTSSQESKLQKLKRSLSFKTKSLRSKSADNFFQRTNSEDMKLQAHMVAEISPSSSPLPAPGSLTSTPARAGLHPGGKAHAFQEYIFKKPTFCDVCNHMIVGTNAKHGLRCKACKMSIHHKCTDGLAPQRCMGKLPKGFRRYYSSPLLIHEQFGCIKEVMPIACGNKVDPVYETLRFGTSLAQRTKKGSSGSGSDSPHRTSTSDLVEVPEEANGPGGGYDLRKRSNSVFTYPENGTDDFRDPAKNINHQGSLSKDPLQMNTYVALYKFVPQE.... Result: 1 (interaction). (4) The miRNA is hsa-miR-520a-3p with sequence AAAGUGCUUCCCUUUGGACUGU. The protein sequence of the target gene is MAPRPLGPLVLALGGAAAVLGSVLFILWKTYFGRGRERRWDRGEAWWGAEAARLPEWDEWDPEDEEDEEPALEELEQREVLVLGLDGAGKSTFLRVLSGKPPLEGHIPTWGFNSVRLPTKDFEVDLLEIGGSQNLRFYWKEFVSEVDVLVFVVDSADRLRLPWARQELHKLLDKDPDLPVVVVANKQDLSEAMSMGELQRELGLQAIDNQREVFLLAASIAPAGPTFEEPGTVHIWKLLLELLS. Result: 1 (interaction).